From a dataset of NCI-60 drug combinations with 297,098 pairs across 59 cell lines. Regression. Given two drug SMILES strings and cell line genomic features, predict the synergy score measuring deviation from expected non-interaction effect. (1) Drug 1: CC1C(C(=O)NC(C(=O)N2CCCC2C(=O)N(CC(=O)N(C(C(=O)O1)C(C)C)C)C)C(C)C)NC(=O)C3=C4C(=C(C=C3)C)OC5=C(C(=O)C(=C(C5=N4)C(=O)NC6C(OC(=O)C(N(C(=O)CN(C(=O)C7CCCN7C(=O)C(NC6=O)C(C)C)C)C)C(C)C)C)N)C. Drug 2: CS(=O)(=O)OCCCCOS(=O)(=O)C. Cell line: DU-145. Synergy scores: CSS=6.18, Synergy_ZIP=-5.32, Synergy_Bliss=-4.12, Synergy_Loewe=-19.7, Synergy_HSA=-9.52. (2) Drug 2: CC(C)CN1C=NC2=C1C3=CC=CC=C3N=C2N. Cell line: U251. Drug 1: C1=NC2=C(N1)C(=S)N=CN2. Synergy scores: CSS=45.6, Synergy_ZIP=-5.42, Synergy_Bliss=-3.00, Synergy_Loewe=-1.67, Synergy_HSA=-1.12.